This data is from Peptide-MHC class I binding affinity with 185,985 pairs from IEDB/IMGT. The task is: Regression. Given a peptide amino acid sequence and an MHC pseudo amino acid sequence, predict their binding affinity value. This is MHC class I binding data. (1) The binding affinity (normalized) is 0.861. The MHC is HLA-A02:01 with pseudo-sequence HLA-A02:01. The peptide sequence is LLFGYPVAV. (2) The peptide sequence is VIANSTNAT. The MHC is HLA-A02:11 with pseudo-sequence HLA-A02:11. The binding affinity (normalized) is 0.350.